The task is: Predict the reaction yield, written as a fraction of the theoretical maximum amount of product (1.0 means a 100% yield; for example, 0.34 means a 34% yield).. This data is from Reaction yield outcomes from USPTO patents with 853,638 reactions. (1) The reactants are [CH:1]([C:3]1[CH:13]=[CH:12][C:6]([O:7][CH2:8][C:9]([OH:11])=[O:10])=[CH:5][CH:4]=1)=[O:2].OS(O)(=O)=O.[CH3:19][CH2:20]O. No catalyst specified. The product is [CH:1]([C:3]1[CH:13]=[CH:12][C:6]([O:7][CH2:8][C:9]([O:11][CH2:19][CH3:20])=[O:10])=[CH:5][CH:4]=1)=[O:2]. The yield is 0.960. (2) The reactants are FC(F)(F)C(O)=O.C(OC([N:15]=[C:16]([NH:50]C(OC(C)(C)C)=O)[NH:17][C@@H:18]([CH2:22][S:23][CH2:24][C:25]1[CH:30]=[CH:29][C:28]([C:31]2[CH:36]=[CH:35][C:34]([C:37]3[C:42]4[O:43][C:44]5[CH:49]=[CH:48][CH:47]=[CH:46][C:45]=5[C:41]=4[CH:40]=[CH:39][CH:38]=3)=[CH:33][CH:32]=2)=[CH:27][CH:26]=1)[C:19]([OH:21])=[O:20])=O)(C)(C)C. The catalyst is ClCCl. The product is [CH:40]1[C:41]2[C:45]3[CH:46]=[CH:47][CH:48]=[CH:49][C:44]=3[O:43][C:42]=2[C:37]([C:34]2[CH:33]=[CH:32][C:31]([C:28]3[CH:29]=[CH:30][C:25]([CH2:24][S:23][CH2:22][C@H:18]([NH:17][C:16]([NH2:50])=[NH:15])[C:19]([OH:21])=[O:20])=[CH:26][CH:27]=3)=[CH:36][CH:35]=2)=[CH:38][CH:39]=1. The yield is 0.990. (3) The reactants are [CH2:1]([O:3][C:4]1([C:7]2[CH:12]=[CH:11][C:10]([C:13]#[CH:14])=[CH:9][C:8]=2[CH:15]([CH3:17])[CH3:16])[CH2:6][CH2:5]1)[CH3:2].[CH2:18]([O:20][C:21](=[O:29])[C:22]1[CH:27]=[CH:26][C:25](I)=[CH:24][CH:23]=1)[CH3:19]. The catalyst is C(N(CC)CC)C.[Cu]I.Cl[Pd](Cl)([P](C1C=CC=CC=1)(C1C=CC=CC=1)C1C=CC=CC=1)[P](C1C=CC=CC=1)(C1C=CC=CC=1)C1C=CC=CC=1. The product is [CH2:1]([O:3][C:4]1([C:7]2[CH:12]=[CH:11][C:10]([C:13]#[C:14][C:25]3[CH:26]=[CH:27][C:22]([C:21]([O:20][CH2:18][CH3:19])=[O:29])=[CH:23][CH:24]=3)=[CH:9][C:8]=2[CH:15]([CH3:16])[CH3:17])[CH2:6][CH2:5]1)[CH3:2]. The yield is 0.340. (4) The reactants are [O:1]1[CH:5]=[CH:4][CH:3]=[C:2]1[C:6]1(O)[C:10]2[CH:11]=[C:12]([NH:17][C:18](=[O:24])[CH2:19][C:20]([CH3:23])([CH3:22])[CH3:21])[C:13]([CH3:16])=[C:14]([CH3:15])[C:9]=2[O:8][C:7]1([CH3:26])[CH3:25]. The catalyst is C(OCC)(=O)C.CCCCCC. The product is [O:1]1[CH:5]=[CH:4][CH:3]=[C:2]1[CH:6]1[C:10]2[CH:11]=[C:12]([NH:17][C:18](=[O:24])[CH2:19][C:20]([CH3:22])([CH3:21])[CH3:23])[C:13]([CH3:16])=[C:14]([CH3:15])[C:9]=2[O:8][C:7]1([CH3:26])[CH3:25]. The yield is 0.670. (5) The reactants are [Cl:1][CH2:2][CH2:3][CH2:4][CH2:5][CH2:6][CH2:7][CH2:8][CH2:9][CH2:10][CH2:11][CH2:12][CH2:13][CH2:14][CH2:15][CH2:16][CH3:17].[CH3:18][N:19]1[CH:23]=[CH:22][N:21]=[C:20]1[CH3:24]. The catalyst is CC#N. The product is [Cl-:1].[CH3:18][N+:19]1[CH:23]=[CH:22][N:21]([CH2:2][CH2:3][CH2:4][CH2:5][CH2:6][CH2:7][CH2:8][CH2:9][CH2:10][CH2:11][CH2:12][CH2:13][CH2:14][CH2:15][CH2:16][CH3:17])[C:20]=1[CH3:24]. The yield is 0.620. (6) The reactants are [N+:1]([C:4]1[CH:9]=[CH:8][CH:7]=[CH:6][C:5]=1[C:10]1[S:11][C:12]2[C:17]([N:18]=1)=[CH:16][C:15]([CH2:19][N:20]1[CH2:25][CH2:24][N:23]([C:26]([O:28][C:29]([CH3:32])([CH3:31])[CH3:30])=[O:27])[CH2:22][CH2:21]1)=[CH:14][N:13]=2)([O-])=O.[NH4+].[Cl-].O. The catalyst is [Fe].CO. The product is [NH2:1][C:4]1[CH:9]=[CH:8][CH:7]=[CH:6][C:5]=1[C:10]1[S:11][C:12]2[C:17]([N:18]=1)=[CH:16][C:15]([CH2:19][N:20]1[CH2:25][CH2:24][N:23]([C:26]([O:28][C:29]([CH3:32])([CH3:31])[CH3:30])=[O:27])[CH2:22][CH2:21]1)=[CH:14][N:13]=2. The yield is 0.810. (7) The reactants are [F:1][C:2]1[CH:30]=[CH:29][C:5]([CH2:6][N:7]2[C:12](=[O:13])[C:11]([CH2:14]OS(C)(=O)=O)=[CH:10][C:9]([C:20]3[CH:25]=[CH:24][C:23]([O:26][CH3:27])=[C:22]([F:28])[CH:21]=3)=[N:8]2)=[CH:4][CH:3]=1.[CH3:31][NH:32][CH3:33]. No catalyst specified. The product is [CH3:31][N:32]([CH2:14][C:11]1[C:12](=[O:13])[N:7]([CH2:6][C:5]2[CH:29]=[CH:30][C:2]([F:1])=[CH:3][CH:4]=2)[N:8]=[C:9]([C:20]2[CH:25]=[CH:24][C:23]([O:26][CH3:27])=[C:22]([F:28])[CH:21]=2)[CH:10]=1)[CH3:33]. The yield is 0.608. (8) The reactants are [Cl:1][C:2]1[CH:7]=[CH:6][C:5]([N:8]([CH2:13][CH:14]2[CH2:19][CH2:18][NH:17][CH2:16][CH2:15]2)[C:9](=[O:12])[CH2:10][CH3:11])=[CH:4][CH:3]=1.C(=O)([O-])[O-].[K+].[K+].Br[CH2:27][CH2:28][C:29]1[CH:34]=[CH:33][CH:32]=[CH:31][CH:30]=1.C(=O)([O-])O.[Na+]. The catalyst is CC(=O)CC. The product is [Cl:1][C:2]1[CH:7]=[CH:6][C:5]([N:8]([CH2:13][CH:14]2[CH2:15][CH2:16][N:17]([CH2:27][CH2:28][C:29]3[CH:34]=[CH:33][CH:32]=[CH:31][CH:30]=3)[CH2:18][CH2:19]2)[C:9](=[O:12])[CH2:10][CH3:11])=[CH:4][CH:3]=1. The yield is 0.770. (9) The reactants are FC(F)(F)S(O[C:7]1[CH:8]=[CH:9][C:10]2[O:14][C:13]([C:15]3[CH:20]=[CH:19][C:18]([F:21])=[CH:17][CH:16]=3)=[C:12]([C:22](=[O:25])[NH:23][CH3:24])[C:11]=2[CH:26]=1)(=O)=O.O1CCOCC1.B([C:38]1[CH:39]=[C:40]([Cl:47])[CH:41]=[C:42]([CH:46]=1)[C:43]([OH:45])=[O:44])(O)O.C(=O)([O-])[O-].[Cs+].[Cs+]. The catalyst is Cl.C1C=CC([P]([Pd]([P](C2C=CC=CC=2)(C2C=CC=CC=2)C2C=CC=CC=2)([P](C2C=CC=CC=2)(C2C=CC=CC=2)C2C=CC=CC=2)[P](C2C=CC=CC=2)(C2C=CC=CC=2)C2C=CC=CC=2)(C2C=CC=CC=2)C2C=CC=CC=2)=CC=1.O. The product is [Cl:47][C:40]1[CH:41]=[C:42]([CH:46]=[C:38]([C:7]2[CH:8]=[CH:9][C:10]3[O:14][C:13]([C:15]4[CH:20]=[CH:19][C:18]([F:21])=[CH:17][CH:16]=4)=[C:12]([C:22](=[O:25])[NH:23][CH3:24])[C:11]=3[CH:26]=2)[CH:39]=1)[C:43]([OH:45])=[O:44]. The yield is 1.00.